From a dataset of Catalyst prediction with 721,799 reactions and 888 catalyst types from USPTO. Predict which catalyst facilitates the given reaction. (1) Reactant: [CH2:1]([O:3][C:4]([C:6]1[CH:11]=[CH:10][C:9]([F:12])=[CH:8][CH:7]=1)=[CH2:5])[CH3:2].[Cl:13][C:14]([Cl:19])([Cl:18])[C:15](Cl)=[O:16]. Product: [Cl:13][C:14]([Cl:19])([Cl:18])[C:15](=[O:16])[CH:5]=[C:4]([O:3][CH2:1][CH3:2])[C:6]1[CH:7]=[CH:8][C:9]([F:12])=[CH:10][CH:11]=1. The catalyst class is: 298. (2) Reactant: [CH2:1]([O:3][C:4]([C:6](=[O:14])[C:7]1[CH:12]=[CH:11][C:10]([Br:13])=[CH:9][CH:8]=1)=[O:5])[CH3:2].Cl[CH2:16][CH2:17][OH:18].O1CCCC1.C(O)(C)(C)C.[K]. Product: [CH2:1]([O:3][C:4]([C:6]1([C:7]2[CH:8]=[CH:9][C:10]([Br:13])=[CH:11][CH:12]=2)[O:18][CH2:17][CH2:16][O:14]1)=[O:5])[CH3:2]. The catalyst class is: 9. (3) Reactant: [C:1]([OH:8])(=[O:7])/[CH:2]=[CH:3]/[C:4]([OH:6])=[O:5].[F:9][C:10]1[CH:15]=[CH:14][C:13]([O:16][C:17]2[N:22]=[CH:21][C:20]([C:23]([N:25]([CH3:40])[C:26]3[CH:31]=[CH:30][C:29]([CH2:32][N:33]4[CH2:38][CH2:37][NH:36][C@@H:35]([CH3:39])[CH2:34]4)=[CH:28][CH:27]=3)=[O:24])=[CH:19][CH:18]=2)=[CH:12][CH:11]=1. Product: [C:1]([OH:8])(=[O:7])/[CH:2]=[CH:3]/[C:4]([OH:6])=[O:5].[F:9][C:10]1[CH:15]=[CH:14][C:13]([O:16][C:17]2[N:22]=[CH:21][C:20]([C:23]([N:25]([CH3:40])[C:26]3[CH:31]=[CH:30][C:29]([CH2:32][N:33]4[CH2:38][CH2:37][NH:36][C@@H:35]([CH3:39])[CH2:34]4)=[CH:28][CH:27]=3)=[O:24])=[CH:19][CH:18]=2)=[CH:12][CH:11]=1. The catalyst class is: 25. (4) Reactant: [Si:1]([O:8][CH2:9][C:10]1[CH:11]=[C:12]([CH2:16][CH:17](O)[CH3:18])[CH:13]=[CH:14][CH:15]=1)([C:4]([CH3:7])([CH3:6])[CH3:5])([CH3:3])[CH3:2].N(C(OC(C)C)=O)=NC(OC(C)C)=O.C1(P(C2C=CC=CC=2)C2C=CC=CC=2)C=CC=CC=1.C1(P([N:67]=[N+:68]=[N-:69])(C2C=CC=CC=2)=O)C=CC=CC=1. Product: [N:67]([CH:17]([CH3:18])[CH2:16][C:12]1[CH:11]=[C:10]([CH:15]=[CH:14][CH:13]=1)[CH2:9][O:8][Si:1]([C:4]([CH3:7])([CH3:6])[CH3:5])([CH3:3])[CH3:2])=[N+:68]=[N-:69]. The catalyst class is: 266. (5) Reactant: [F:1][C:2]1[CH:9]=[C:8]([OH:10])[CH:7]=[CH:6][C:3]=1[C:4]#[N:5].C1C=CC(N([S:18]([C:21]([F:24])([F:23])[F:22])(=[O:20])=[O:19])[S:18]([C:21]([F:24])([F:23])[F:22])(=[O:20])=[O:19])=CC=1.C(N(CC)C(C)C)(C)C. Product: [C:4]([C:3]1[CH:6]=[CH:7][C:8]([O:10][S:18]([C:21]([F:24])([F:23])[F:22])(=[O:20])=[O:19])=[CH:9][C:2]=1[F:1])#[N:5]. The catalyst class is: 4.